From a dataset of Catalyst prediction with 721,799 reactions and 888 catalyst types from USPTO. Predict which catalyst facilitates the given reaction. (1) Reactant: [CH2:1]([O:5][C:6]1[CH:11]=[CH:10][C:9]([C:12]2[S:13][CH:14]=[CH:15][CH:16]=2)=[CH:8][CH:7]=1)[CH2:2][CH2:3][CH3:4].C([Li])CCC.[CH3:22]SSC.O[O:27][S:28]([O-:30])=O.[K+]. Product: [CH2:1]([O:5][C:6]1[CH:11]=[CH:10][C:9]([C:12]2[S:13][C:14]([S:28]([CH3:22])(=[O:30])=[O:27])=[CH:15][CH:16]=2)=[CH:8][CH:7]=1)[CH2:2][CH2:3][CH3:4]. The catalyst class is: 355. (2) Reactant: [C:1]([O:5][C:6](=[O:20])[NH:7][CH2:8][CH2:9][N:10]1[C:18]2[C:17](Cl)=[N:16][CH:15]=[N:14][C:13]=2[CH:12]=[CH:11]1)([CH3:4])([CH3:3])[CH3:2].[Cl:21][C:22]1[CH:23]=[C:24]([NH2:40])[CH:25]=[N:26][C:27]=1[O:28][C:29]1[CH:34]=[CH:33][CH:32]=[C:31]([O:35][C:36]([F:39])([F:38])[F:37])[CH:30]=1. Product: [C:1]([O:5][C:6](=[O:20])[NH:7][CH2:8][CH2:9][N:10]1[C:18]2[C:17]([NH:40][C:24]3[CH:25]=[N:26][C:27]([O:28][C:29]4[CH:34]=[CH:33][CH:32]=[C:31]([O:35][C:36]([F:39])([F:38])[F:37])[CH:30]=4)=[C:22]([Cl:21])[CH:23]=3)=[N:16][CH:15]=[N:14][C:13]=2[CH:12]=[CH:11]1)([CH3:4])([CH3:3])[CH3:2]. The catalyst class is: 32.